Dataset: Peptide-MHC class I binding affinity with 185,985 pairs from IEDB/IMGT. Task: Regression. Given a peptide amino acid sequence and an MHC pseudo amino acid sequence, predict their binding affinity value. This is MHC class I binding data. The peptide sequence is QLYLGGMSYY. The MHC is HLA-A33:01 with pseudo-sequence HLA-A33:01. The binding affinity (normalized) is 0.0323.